From a dataset of Tyrosyl-DNA phosphodiesterase HTS with 341,365 compounds. Binary Classification. Given a drug SMILES string, predict its activity (active/inactive) in a high-throughput screening assay against a specified biological target. (1) The drug is O1c2c(OC1)ccc(c2)c1nc(NCc2c(OC)cccc2)ccn1. The result is 0 (inactive). (2) The compound is S(=O)(=O)(N1CC(CCC1)C(=O)N1CC(=O)N(C(=O)C1)CCc1ccccc1)c1[nH]cnc1. The result is 0 (inactive). (3) The compound is O=C(c1ccc(N(C)C)cc1)C. The result is 0 (inactive). (4) The compound is s1c(c2oc(nn2)CCC(=O)N2CC(CCC2)C(=O)CC)ccc1C(=O)C. The result is 0 (inactive).